This data is from Catalyst prediction with 721,799 reactions and 888 catalyst types from USPTO. The task is: Predict which catalyst facilitates the given reaction. (1) Reactant: [F:1][C:2]1[CH:7]=[C:6]([CH3:8])[CH:5]=[CH:4][C:3]=1[C:9]1[S:13][N:12]=[C:11]([CH3:14])[C:10]=1[C:15](O)=[O:16]. Product: [F:1][C:2]1[CH:7]=[C:6]([CH3:8])[CH:5]=[CH:4][C:3]=1[C:9]1[S:13][N:12]=[C:11]([CH3:14])[C:10]=1[CH2:15][OH:16]. The catalyst class is: 7. (2) Reactant: [CH2:1]([N:8]1[C:12](=[O:13])[CH:11]=[CH:10][C:9]1=[O:14])[C:2]1[CH:7]=[CH:6][CH:5]=[CH:4][CH:3]=1.[N+:15](=[CH:17][C:18]([O:20][CH2:21][CH3:22])=[O:19])=[N-:16]. Product: [CH2:1]([N:8]1[C:12](=[O:13])[CH:11]2[CH:10]([NH:16][N:15]=[C:17]2[C:18]([O:20][CH2:21][CH3:22])=[O:19])[C:9]1=[O:14])[C:2]1[CH:3]=[CH:4][CH:5]=[CH:6][CH:7]=1. The catalyst class is: 28. (3) Reactant: [F:1][C:2]1[C:7]([F:8])=[CH:6][CH:5]=[CH:4][C:3]=1[CH:9]1[CH2:15][CH2:14][CH:13]([OH:16])[CH:12]([OH:17])[CH2:11][CH2:10]1.[Si:18](Cl)([C:21]([CH3:24])([CH3:23])[CH3:22])([CH3:20])[CH3:19].N1C=CN=C1.CCCCCC.CCOC(C)=O. Product: [Si:18]([O:17][CH:12]1[CH2:11][CH2:10][CH:9]([C:3]2[CH:4]=[CH:5][CH:6]=[C:7]([F:8])[C:2]=2[F:1])[CH2:15][CH2:14][CH:13]1[OH:16])([C:21]([CH3:24])([CH3:23])[CH3:22])([CH3:20])[CH3:19]. The catalyst class is: 18. (4) Reactant: [Cl:1][C:2]1[CH:3]=[C:4]([NH:9][C:10]2[C:19]3[C:14](=[CH:15][C:16]([O:25][CH2:26][CH2:27]Br)=[C:17]([O:20][CH2:21][CH:22]4[CH2:24][CH2:23]4)[CH:18]=3)[N:13]=[CH:12][N:11]=2)[CH:5]=[CH:6][C:7]=1[F:8].[CH3:29][NH:30][CH:31]1[CH2:35][O:34][C:33](=[O:36])[CH2:32]1.C(=O)([O-])[O-].[K+].[K+].[I-].[Na+]. Product: [Cl:1][C:2]1[CH:3]=[C:4]([NH:9][C:10]2[C:19]3[C:14](=[CH:15][C:16]([O:25][CH2:26][CH2:27][N:30]([CH:31]4[CH2:35][O:34][C:33](=[O:36])[CH2:32]4)[CH3:29])=[C:17]([O:20][CH2:21][CH:22]4[CH2:24][CH2:23]4)[CH:18]=3)[N:13]=[CH:12][N:11]=2)[CH:5]=[CH:6][C:7]=1[F:8]. The catalyst class is: 10. (5) Reactant: [Br:1][C:2]1[CH:3]=[CH:4][C:5]([OH:11])=[C:6]([CH:10]=1)[C:7](O)=[O:8].[H-].[Al+3].[Li+].[H-].[H-].[H-]. Product: [Br:1][C:2]1[CH:3]=[CH:4][C:5]([OH:11])=[C:6]([CH2:7][OH:8])[CH:10]=1. The catalyst class is: 7.